Dataset: Forward reaction prediction with 1.9M reactions from USPTO patents (1976-2016). Task: Predict the product of the given reaction. (1) Given the reactants Cl.Cl.[CH2:3]([O:5][C:6]1[CH:34]=[CH:33][C:9]([CH2:10][N:11]2[C:19]3[CH:18]=[CH:17][C:16]([C:20]([N:22]4[CH2:27][CH2:26][CH:25]([CH3:28])[CH2:24][CH2:23]4)=[O:21])=[CH:15][C:14]=3[C:13]3[CH2:29][NH:30][CH2:31][CH2:32][C:12]2=3)=[CH:8][CH:7]=1)[CH3:4].[CH3:35][CH:36]([CH3:39])[CH:37]=O, predict the reaction product. The product is: [CH2:3]([O:5][C:6]1[CH:7]=[CH:8][C:9]([CH2:10][N:11]2[C:19]3[CH:18]=[CH:17][C:16]([C:20]([N:22]4[CH2:23][CH2:24][CH:25]([CH3:28])[CH2:26][CH2:27]4)=[O:21])=[CH:15][C:14]=3[C:13]3[CH2:29][N:30]([CH2:35][CH:36]([CH3:39])[CH3:37])[CH2:31][CH2:32][C:12]2=3)=[CH:33][CH:34]=1)[CH3:4]. (2) Given the reactants [C:1]1([C@@H:7]2[CH2:9][C@H:8]2[C:10](Cl)=[O:11])[CH:6]=[CH:5][CH:4]=[CH:3][CH:2]=1.Cl.Cl.[CH:15]1([N:18]2[CH2:23][CH2:22][NH:21][CH2:20][CH2:19]2)[CH2:17][CH2:16]1, predict the reaction product. The product is: [CH:15]1([N:18]2[CH2:23][CH2:22][N:21]([C:10]([C@@H:8]3[CH2:9][C@H:7]3[C:1]3[CH:6]=[CH:5][CH:4]=[CH:3][CH:2]=3)=[O:11])[CH2:20][CH2:19]2)[CH2:17][CH2:16]1. (3) Given the reactants [CH3:1][C:2]1[CH:3]=[C:4]([SH:9])[CH:5]=[C:6]([CH3:8])[CH:7]=1.Cl[C:11]1[N:16]=[C:15]([NH:17][CH3:18])[C:14]([N+:19]([O-])=O)=[CH:13][CH:12]=1.[C:22](=[O:25])([O-])[O-].[K+].[K+].[CH3:28]N(C)C=O, predict the reaction product. The product is: [CH3:1][C:2]1[CH:3]=[C:4]([S:9][C:11]2[N:16]=[C:15]3[N:17]([CH3:28])[C:18]([CH2:22][OH:25])=[N:19][C:14]3=[CH:13][CH:12]=2)[CH:5]=[C:6]([CH3:8])[CH:7]=1. (4) Given the reactants [CH:1]#[C:2][CH2:3][NH:4][C@H:5]1[C:9]2[CH:10]=[CH:11][CH:12]=[CH:13][C:8]=2[CH2:7][CH2:6]1.[C:14]([OH:33])(=[O:32])[CH2:15][CH2:16][CH2:17][CH2:18][CH2:19][CH2:20][CH2:21]/[CH:22]=[CH:23]\[CH2:24][CH2:25][CH2:26][CH2:27][CH2:28][CH2:29][CH2:30][CH3:31], predict the reaction product. The product is: [CH:1]#[C:2][CH2:3][NH:4][C@H:5]1[C:9]2[CH:10]=[CH:11][CH:12]=[CH:13][C:8]=2[CH2:7][CH2:6]1.[C:14]([O-:33])(=[O:32])[CH2:15][CH2:16][CH2:17][CH2:18][CH2:19][CH2:20][CH2:21]/[CH:22]=[CH:23]\[CH2:24][CH2:25][CH2:26][CH2:27][CH2:28][CH2:29][CH2:30][CH3:31]. (5) The product is: [C:1]([O:5][C:6]([N:8]1[CH2:13][CH2:12][N:11]([C:14]2[CH:19]=[C:18]([NH2:20])[CH:17]=[CH:16][C:15]=2[O:23][CH3:24])[CH2:10][CH2:9]1)=[O:7])([CH3:4])([CH3:3])[CH3:2]. Given the reactants [C:1]([O:5][C:6]([N:8]1[CH2:13][CH2:12][N:11]([C:14]2[CH:19]=[C:18]([N+:20]([O-])=O)[CH:17]=[CH:16][C:15]=2[O:23][CH3:24])[CH2:10][CH2:9]1)=[O:7])([CH3:4])([CH3:3])[CH3:2], predict the reaction product. (6) Given the reactants [F:1][C:2]1[C:3]([NH:12][C:13]2[CH:18]=[CH:17][C:16]([C:19]#[CH:20])=[CH:15][C:14]=2[F:21])=[C:4]([CH:8]=[CH:9][C:10]=1[F:11])[C:5]([OH:7])=[O:6], predict the reaction product. The product is: [CH2:19]([C:16]1[CH:17]=[CH:18][C:13]([NH:12][C:3]2[C:2]([F:1])=[C:10]([F:11])[CH:9]=[CH:8][C:4]=2[C:5]([OH:7])=[O:6])=[C:14]([F:21])[CH:15]=1)[CH3:20]. (7) Given the reactants O[C:2]1[C:11]2[C:6](=[CH:7][C:8]([O:14][CH2:15][CH2:16][O:17][CH3:18])=[C:9]([O:12][CH3:13])[CH:10]=2)[N:5]=[CH:4][C:3]=1[C:19]#[N:20].C(Cl)(=O)C([Cl:24])=O.CN(C)C=O, predict the reaction product. The product is: [Cl:24][C:2]1[C:11]2[C:6](=[CH:7][C:8]([O:14][CH2:15][CH2:16][O:17][CH3:18])=[C:9]([O:12][CH3:13])[CH:10]=2)[N:5]=[CH:4][C:3]=1[C:19]#[N:20]. (8) Given the reactants [CH3:1][C:2]1[CH2:3][C:4]2[C:9]([CH:10]=1)=[C:8](C1C3C(=CC=CC=3)C=CC=1)[CH:7]=[CH:6][CH:5]=2.C[Si]([N-][Si](C)(C)C)(C)C.[K+:30], predict the reaction product. The product is: [CH3:10][C:2]1[CH:1]=[C:10]([C:2]2[CH-:3][C:4]3[C:9]([CH:1]=2)=[CH:8][CH:7]=[CH:6][CH:5]=3)[C:9]2[C:4](=[CH:5][CH:6]=[CH:7][CH:8]=2)[CH:3]=1.[K+:30]. (9) The product is: [F:12][C:13]1[CH:18]=[CH:17][C:16]([C:2]2[C:7]([C:8]([O:10][CH3:11])=[O:9])=[CH:6][CH:5]=[CH:4][N:3]=2)=[CH:15][CH:14]=1. Given the reactants Cl[C:2]1[C:7]([C:8]([O:10][CH3:11])=[O:9])=[CH:6][CH:5]=[CH:4][N:3]=1.[F:12][C:13]1[CH:18]=[CH:17][C:16](B(O)O)=[CH:15][CH:14]=1.C(=O)([O-])[O-].[Na+].[Na+].C(O)C, predict the reaction product. (10) Given the reactants [CH2:1]([C:3]1[CH:7]=[C:6]([C:8]([OH:10])=O)[N:5]([CH3:11])[N:4]=1)[CH3:2].CN(C)C=O.C(Cl)(=O)C(Cl)=O.[NH2:23][C:24]1[CH:25]=[C:26]([CH:43]=[CH:44][C:45]=1[Cl:46])[O:27][C:28]1[CH:29]=[CH:30][C:31]2[N:32]([CH:34]=[C:35]([NH:37][C:38]([CH:40]3[CH2:42][CH2:41]3)=[O:39])[N:36]=2)[N:33]=1, predict the reaction product. The product is: [Cl:46][C:45]1[CH:44]=[CH:43][C:26]([O:27][C:28]2[CH:29]=[CH:30][C:31]3[N:32]([CH:34]=[C:35]([NH:37][C:38]([CH:40]4[CH2:42][CH2:41]4)=[O:39])[N:36]=3)[N:33]=2)=[CH:25][C:24]=1[NH:23][C:8]([C:6]1[N:5]([CH3:11])[N:4]=[C:3]([CH2:1][CH3:2])[CH:7]=1)=[O:10].